From a dataset of Catalyst prediction with 721,799 reactions and 888 catalyst types from USPTO. Predict which catalyst facilitates the given reaction. (1) Reactant: [NH2:1][C:2]1[CH:7]=[CH:6][CH:5]=[CH:4][CH:3]=1.[Br:8][C:9]1[CH:10]=[CH:11][C:12]([OH:17])=[C:13]([CH:16]=1)[CH:14]=O.C(O[BH-](OC(=O)C)OC(=O)C)(=O)C.[Na+].[Cl-].[NH4+]. Product: [Br:8][C:9]1[CH:10]=[CH:11][C:12]([OH:17])=[C:13]([CH2:14][NH:1][C:2]2[CH:7]=[CH:6][CH:5]=[CH:4][CH:3]=2)[CH:16]=1. The catalyst class is: 26. (2) Reactant: [NH:1]1[CH2:5][CH2:4][CH2:3][CH2:2]1.[O:6]1[C:10]2([CH2:15][CH2:14][CH2:13][CH2:12][CH:11]2[C:16](Cl)=[O:17])[O:9][CH2:8][CH2:7]1.C1(C)C=CC=CC=1. Product: [O:6]1[C:10]2([CH2:15][CH2:14][CH2:13][CH2:12][CH:11]2[C:16]([N:1]2[CH2:5][CH2:4][CH2:3][CH2:2]2)=[O:17])[O:9][CH2:8][CH2:7]1. The catalyst class is: 13. (3) Reactant: [Cl-].[Al+3].[Cl-].[Cl-].[C:5]([O:8][C@@H:9]1[C@@H:14]([O:15][C:16](=[O:18])[CH3:17])[C@H:13]([O:19][C:20](=[O:22])[CH3:21])[C@@H:12]([CH2:23][O:24][C:25](=[O:27])[CH3:26])[O:11][C@H:10]1[C:28]1[CH:33]=[CH:32][CH:31]=[C:30]([CH2:34][C:35]2[CH:44]=[C:43]3[C:37](=[CH:38][CH:39]=[CH:40][CH:41]=[CH:42]3)[CH:36]=2)[CH:29]=1)(=[O:7])[CH3:6].[C:45](OC(=O)C)(=[O:47])[CH3:46].Cl. Product: [C:5]([O:8][C@@H:9]1[C@@H:14]([O:15][C:16](=[O:18])[CH3:17])[C@H:13]([O:19][C:20](=[O:22])[CH3:21])[C@@H:12]([CH2:23][O:24][C:25](=[O:27])[CH3:26])[O:11][C@H:10]1[C:28]1[CH:33]=[CH:32][CH:31]=[C:30]([CH2:34][C:35]2[CH:36]=[C:37]3[C:43](=[CH:42][CH:41]=[CH:40][CH:39]=[CH:38]3)[C:44]=2[C:45](=[O:47])[CH3:46])[CH:29]=1)(=[O:7])[CH3:6]. The catalyst class is: 2. (4) Reactant: [NH2:1][C:2]1[C:24]([Cl:25])=[CH:23][C:5]([C:6]([NH:8][CH2:9][CH:10]2[O:15][CH2:14][CH2:13][N:12]([CH2:16][CH:17]3[CH2:22][CH2:21][NH:20][CH2:19][CH2:18]3)[CH2:11]2)=[O:7])=[C:4]([O:26][CH2:27][CH3:28])[CH:3]=1.C[Si]([N:33]=[C:34]=[O:35])(C)C. Product: [NH2:1][C:2]1[C:24]([Cl:25])=[CH:23][C:5]([C:6]([NH:8][CH2:9][CH:10]2[O:15][CH2:14][CH2:13][N:12]([CH2:16][CH:17]3[CH2:18][CH2:19][N:20]([C:34](=[O:35])[NH2:33])[CH2:21][CH2:22]3)[CH2:11]2)=[O:7])=[C:4]([O:26][CH2:27][CH3:28])[CH:3]=1. The catalyst class is: 2. (5) Reactant: [F:1][C:2]1[CH:3]=[CH:4][C:5]([OH:10])=[C:6]([CH:9]=1)[CH:7]=[O:8].[CH2:11]([CH:13]1[O:15][CH2:14]1)Br.C([O-])([O-])=O.[K+].[K+].O. Product: [F:1][C:2]1[CH:3]=[CH:4][C:5]([O:10][CH2:11][CH:13]2[CH2:14][O:15]2)=[C:6]([CH:9]=1)[CH:7]=[O:8]. The catalyst class is: 31. (6) Reactant: [F:1][C:2]1[CH:7]=[CH:6][C:5]([F:8])=[CH:4][C:3]=1[C:9]1[CH:14]=[C:13]([F:15])[CH:12]=[CH:11][C:10]=1[C:16](=O)[CH3:17].C([O-])(=O)C.[NH4+].C([BH3-])#[N:25].[Na+]. Product: [F:1][C:2]1[CH:7]=[CH:6][C:5]([F:8])=[CH:4][C:3]=1[C:9]1[CH:14]=[C:13]([F:15])[CH:12]=[CH:11][C:10]=1[CH:16]([NH2:25])[CH3:17]. The catalyst class is: 5. (7) The catalyst class is: 113. Product: [CH:1]1([NH:4][C:5]([C:7]2[CH:8]=[C:9]([C:14]3[CH:19]=[CH:18][C:17]([C:20]4[NH:26][C:24]([CH3:25])=[N:23][N:22]=4)=[CH:16][CH:15]=3)[C:10]([CH3:13])=[CH:11][CH:12]=2)=[O:6])[CH2:3][CH2:2]1. Reactant: [CH:1]1([NH:4][C:5]([C:7]2[CH:8]=[C:9]([C:14]3[CH:19]=[CH:18][C:17]([C:20]([NH:22][NH:23][C:24](=[NH:26])[CH3:25])=O)=[CH:16][CH:15]=3)[C:10]([CH3:13])=[CH:11][CH:12]=2)=[O:6])[CH2:3][CH2:2]1. (8) Reactant: [NH2:1][C:2]1[CH:3]=[N:4][CH:5]=[CH:6][C:7]=1[C:8]1[CH2:13][CH2:12][CH2:11][CH:10]([N:14]2[C:22](=[O:23])[C:21]3[C:16](=[CH:17][CH:18]=[CH:19][CH:20]=3)[C:15]2=[O:24])[CH:9]=1.OS(O)(=O)=O.N([O-])=O.[Na+].[N-:34]=[N+:35]=[N-].[Na+].N#N.C([O-])([O-])=O.[Na+].[Na+]. Product: [N:1]([C:2]1[CH:3]=[N:4][CH:5]=[CH:6][C:7]=1[C:8]1[CH2:13][CH2:12][CH2:11][CH:10]([N:14]2[C:15](=[O:24])[C:16]3[C:21](=[CH:20][CH:19]=[CH:18][CH:17]=3)[C:22]2=[O:23])[CH:9]=1)=[N+:34]=[N-:35]. The catalyst class is: 283. (9) Reactant: C([NH:8][C:9]1[N:14]=[CH:13][C:12]([C:15]2[N:16]=[N:17][N:18]([CH2:20][C:21]([O:23][CH2:24][CH3:25])=[O:22])[N:19]=2)=[CH:11][N:10]=1)C1C=CC=CC=1.[N+]([O-])([O-])=O.[NH4+].[Ce]. Product: [NH2:8][C:9]1[N:14]=[CH:13][C:12]([C:15]2[N:16]=[N:17][N:18]([CH2:20][C:21]([O:23][CH2:24][CH3:25])=[O:22])[N:19]=2)=[CH:11][N:10]=1. The catalyst class is: 144. (10) Product: [CH2:35]([O:34][C:33]([N:32]([CH3:43])[C@@H:30]([CH3:31])[C:29]([N:28]([C@@H:22]([C@H:21]([CH3:46])[CH2:20][CH2:19][O:18][Si:1]([C:14]([CH3:17])([CH3:15])[CH3:16])([C:8]1[CH:13]=[CH:12][CH:11]=[CH:10][CH:9]=1)[C:2]1[CH:7]=[CH:6][CH:5]=[CH:4][CH:3]=1)[C:23]([OH:24])=[O:47])[CH3:45])=[O:44])=[O:42])[C:36]1[CH:41]=[CH:40][CH:39]=[CH:38][CH:37]=1. The catalyst class is: 144. Reactant: [Si:1]([O:18][CH2:19][CH2:20][C@@H:21]([CH3:46])[C@H:22]([N:28]([CH3:45])[C:29](=[O:44])[C@@H:30]([N:32]([CH3:43])[C:33](=[O:42])[O:34][CH2:35][C:36]1[CH:41]=[CH:40][CH:39]=[CH:38][CH:37]=1)[CH3:31])[C:23]1[O:24]C=CC=1)([C:14]([CH3:17])([CH3:16])[CH3:15])([C:8]1[CH:13]=[CH:12][CH:11]=[CH:10][CH:9]=1)[C:2]1[CH:7]=[CH:6][CH:5]=[CH:4][CH:3]=1.[OH2:47].C(Cl)(Cl)(Cl)Cl.CC#N.